This data is from Peptide-MHC class I binding affinity with 185,985 pairs from IEDB/IMGT. The task is: Regression. Given a peptide amino acid sequence and an MHC pseudo amino acid sequence, predict their binding affinity value. This is MHC class I binding data. The peptide sequence is FQPQNGQFF. The MHC is H-2-Kb with pseudo-sequence H-2-Kb. The binding affinity (normalized) is 0.0258.